Regression. Given two drug SMILES strings and cell line genomic features, predict the synergy score measuring deviation from expected non-interaction effect. From a dataset of NCI-60 drug combinations with 297,098 pairs across 59 cell lines. (1) Drug 2: CCC1=C2CN3C(=CC4=C(C3=O)COC(=O)C4(CC)O)C2=NC5=C1C=C(C=C5)O. Cell line: 786-0. Synergy scores: CSS=39.3, Synergy_ZIP=-8.71, Synergy_Bliss=-4.68, Synergy_Loewe=-20.8, Synergy_HSA=-2.31. Drug 1: C1CCC(CC1)NC(=O)N(CCCl)N=O. (2) Drug 1: C1CCC(CC1)NC(=O)N(CCCl)N=O. Drug 2: C1CN(CCN1C(=O)CCBr)C(=O)CCBr. Cell line: SNB-19. Synergy scores: CSS=38.7, Synergy_ZIP=-2.81, Synergy_Bliss=2.55, Synergy_Loewe=3.88, Synergy_HSA=5.85.